From a dataset of NCI-60 drug combinations with 297,098 pairs across 59 cell lines. Regression. Given two drug SMILES strings and cell line genomic features, predict the synergy score measuring deviation from expected non-interaction effect. (1) Drug 1: CCN(CC)CCCC(C)NC1=C2C=C(C=CC2=NC3=C1C=CC(=C3)Cl)OC. Drug 2: COC1=C2C(=CC3=C1OC=C3)C=CC(=O)O2. Cell line: 786-0. Synergy scores: CSS=28.5, Synergy_ZIP=-6.66, Synergy_Bliss=1.85, Synergy_Loewe=-5.97, Synergy_HSA=1.18. (2) Drug 1: CC1=C(N=C(N=C1N)C(CC(=O)N)NCC(C(=O)N)N)C(=O)NC(C(C2=CN=CN2)OC3C(C(C(C(O3)CO)O)O)OC4C(C(C(C(O4)CO)O)OC(=O)N)O)C(=O)NC(C)C(C(C)C(=O)NC(C(C)O)C(=O)NCCC5=NC(=CS5)C6=NC(=CS6)C(=O)NCCC[S+](C)C)O. Drug 2: CN(CCCl)CCCl.Cl. Cell line: K-562. Synergy scores: CSS=29.4, Synergy_ZIP=-9.97, Synergy_Bliss=-4.32, Synergy_Loewe=-4.13, Synergy_HSA=-3.23. (3) Drug 1: CC1=CC=C(C=C1)C2=CC(=NN2C3=CC=C(C=C3)S(=O)(=O)N)C(F)(F)F. Drug 2: C1=CC=C(C=C1)NC(=O)CCCCCCC(=O)NO. Cell line: CAKI-1. Synergy scores: CSS=42.8, Synergy_ZIP=3.50, Synergy_Bliss=2.76, Synergy_Loewe=-33.0, Synergy_HSA=-0.0989. (4) Drug 1: C1CC(=O)NC(=O)C1N2CC3=C(C2=O)C=CC=C3N. Drug 2: C1=CC=C(C(=C1)C(C2=CC=C(C=C2)Cl)C(Cl)Cl)Cl. Cell line: SN12C. Synergy scores: CSS=5.04, Synergy_ZIP=-3.51, Synergy_Bliss=-1.40, Synergy_Loewe=-0.571, Synergy_HSA=-0.566. (5) Drug 1: C1=NC2=C(N=C(N=C2N1C3C(C(C(O3)CO)O)F)Cl)N. Drug 2: C1=CN(C=N1)CC(O)(P(=O)(O)O)P(=O)(O)O. Cell line: RXF 393. Synergy scores: CSS=2.76, Synergy_ZIP=-0.717, Synergy_Bliss=-1.18, Synergy_Loewe=-1.71, Synergy_HSA=-2.59. (6) Drug 1: CCN(CC)CCNC(=O)C1=C(NC(=C1C)C=C2C3=C(C=CC(=C3)F)NC2=O)C. Drug 2: CC12CCC3C(C1CCC2OP(=O)(O)O)CCC4=C3C=CC(=C4)OC(=O)N(CCCl)CCCl.[Na+]. Cell line: NCI-H226. Synergy scores: CSS=-8.19, Synergy_ZIP=0.107, Synergy_Bliss=-3.29, Synergy_Loewe=-8.93, Synergy_HSA=-8.32. (7) Drug 1: CC12CCC3C(C1CCC2O)C(CC4=C3C=CC(=C4)O)CCCCCCCCCS(=O)CCCC(C(F)(F)F)(F)F. Drug 2: C1=NC2=C(N1)C(=S)N=CN2. Cell line: NCI-H226. Synergy scores: CSS=15.9, Synergy_ZIP=-4.96, Synergy_Bliss=0.709, Synergy_Loewe=-10.4, Synergy_HSA=0.382.